From a dataset of Forward reaction prediction with 1.9M reactions from USPTO patents (1976-2016). Predict the product of the given reaction. (1) Given the reactants O[N:2]1[C:11]2[C:10]3[CH:12]=[CH:13][N:14]=[CH:15][C:9]=3[NH:8][C:7]3[N:16]=[CH:17][CH:18]=[CH:19][C:6]=3[C:5]=2[N:4]=[C:3]1[CH:20]1[CH2:25][CH2:24][CH:23]([CH2:26][C:27]#[N:28])[CH2:22][CH2:21]1.P(OC(C)C)(OC(C)C)OC(C)C, predict the reaction product. The product is: [N:4]1[C:5]2[C:6]3[CH:19]=[CH:18][CH:17]=[N:16][C:7]=3[NH:8][C:9]3[CH:15]=[N:14][CH:13]=[CH:12][C:10]=3[C:11]=2[NH:2][C:3]=1[CH:20]1[CH2:21][CH2:22][CH:23]([CH2:26][C:27]#[N:28])[CH2:24][CH2:25]1. (2) The product is: [CH:8]([C:3]1[CH:4]=[N:5][CH:6]=[CH:7][C:2]=1[C:7]1[CH:2]=[C:3]([CH:8]=[CH:22][CH:23]=1)[C:4]#[N:5])=[O:9]. Given the reactants Br[C:2]1[CH:7]=[CH:6][N:5]=[CH:4][C:3]=1[CH:8]=[O:9].P([O-])([O-])([O-])=O.[K+].[K+].[K+].O1[CH2:23][CH2:22]OCC1, predict the reaction product. (3) Given the reactants [I:1][C:2]1[CH:3]=[C:4]2[C:9](=[CH:10][CH:11]=1)[N:8]=[C:7]([Cl:12])[N:6]=[C:5]2Cl.[NH2:14][CH2:15][C:16]1[CH:21]=[CH:20][C:19]([NH:22][C:23](=[O:31])[C:24]2[CH:29]=[CH:28][C:27]([Cl:30])=[N:26][CH:25]=2)=[CH:18][CH:17]=1, predict the reaction product. The product is: [Cl:30][C:27]1[CH:28]=[CH:29][C:24]([C:23]([NH:22][C:19]2[CH:20]=[CH:21][C:16]([CH2:15][NH:14][C:5]3[C:4]4[C:9](=[CH:10][CH:11]=[C:2]([I:1])[CH:3]=4)[N:8]=[C:7]([Cl:12])[N:6]=3)=[CH:17][CH:18]=2)=[O:31])=[CH:25][N:26]=1. (4) Given the reactants Cl.[CH2:2]([O:9][C:10]1[CH:15]=[CH:14][N:13]([C:16]2[CH:17]=[CH:18][C:19]3[C:20]4[CH2:30][NH:29][CH2:28][CH2:27][CH2:26][C:21]=4[N:22]([CH3:25])[C:23]=3[CH:24]=2)[C:12](=[O:31])[CH:11]=1)[C:3]1[CH:8]=[CH:7][CH:6]=[CH:5][CH:4]=1.[CH2:32](Cl)[Cl:33].[CH3:35][C:36](O)=O, predict the reaction product. The product is: [ClH:33].[CH2:2]([O:9][C:10]1[CH:15]=[CH:14][N:13]([C:16]2[CH:17]=[CH:18][C:19]3[C:20]4[CH2:30][N:29]([CH:36]([CH3:35])[CH3:32])[CH2:28][CH2:27][CH2:26][C:21]=4[N:22]([CH3:25])[C:23]=3[CH:24]=2)[C:12](=[O:31])[CH:11]=1)[C:3]1[CH:4]=[CH:5][CH:6]=[CH:7][CH:8]=1. (5) The product is: [CH3:1][N:2]([CH3:11])[C:3]1[S:7][C:6]([C:8]2[CH:9]=[CH:12][N:39]=[C:37]([NH:36][C:31]3[CH:30]=[C:29]([CH3:28])[CH:34]=[C:33]([CH3:35])[CH:32]=3)[N:38]=2)=[N:5][CH:4]=1. Given the reactants [CH3:1][N:2]([CH3:11])[C:3]1[S:7][C:6]([C:8](=O)[CH3:9])=[N:5][CH:4]=1.[CH3:12]NC.BrC1SC(C(=O)C)=NC=1.[N+]([O-])([O-])=O.[CH3:28][C:29]1[CH:30]=[C:31]([NH:36][C:37]([NH2:39])=[NH2+:38])[CH:32]=[C:33]([CH3:35])[CH:34]=1, predict the reaction product. (6) Given the reactants [F:1][C:2]([F:51])([F:50])[C:3]1[CH:8]=[CH:7][C:6]([C:9]2[C:10]([C:15]([NH:17][C:18]3[CH:23]=[CH:22][C:21]([CH2:24][CH2:25][C:26]4[N:27]=[CH:28][N:29](C(C5C=CC=CC=5)(C5C=CC=CC=5)C5C=CC=CC=5)[CH:30]=4)=[CH:20][CH:19]=3)=[O:16])=[CH:11][CH:12]=[CH:13][CH:14]=2)=[CH:5][CH:4]=1.C1(OC)C=CC=CC=1.C(=O)([O-])[O-].[K+].[K+], predict the reaction product. The product is: [NH:29]1[CH:30]=[C:26]([CH2:25][CH2:24][C:21]2[CH:22]=[CH:23][C:18]([NH:17][C:15]([C:10]3[C:9]([C:6]4[CH:5]=[CH:4][C:3]([C:2]([F:1])([F:50])[F:51])=[CH:8][CH:7]=4)=[CH:14][CH:13]=[CH:12][CH:11]=3)=[O:16])=[CH:19][CH:20]=2)[N:27]=[CH:28]1. (7) Given the reactants C(N(CC)CC)C.[F:8][C:9]1[CH:17]=[CH:16][CH:15]=[C:14]([F:18])[C:10]=1[C:11](Cl)=[O:12].[CH3:19][O:20][C:21](=[O:41])[CH:22]([NH2:40])[CH2:23][CH:24]=[CH:25][C:26]1[CH:31]=[CH:30][C:29]([N:32]([CH3:39])[C:33]2[N:38]=[CH:37][CH:36]=[CH:35][N:34]=2)=[CH:28][CH:27]=1.C(=O)([O-])O.[Na+], predict the reaction product. The product is: [CH3:19][O:20][C:21](=[O:41])[CH:22]([NH:40][C:11](=[O:12])[C:10]1[C:9]([F:8])=[CH:17][CH:16]=[CH:15][C:14]=1[F:18])[CH2:23]/[CH:24]=[CH:25]/[C:26]1[CH:27]=[CH:28][C:29]([N:32]([CH3:39])[C:33]2[N:38]=[CH:37][CH:36]=[CH:35][N:34]=2)=[CH:30][CH:31]=1. (8) Given the reactants [F:1][C:2]1[CH:3]=[C:4]([CH:22]=[CH:23][C:24]=1[F:25])[CH2:5][N:6]1[CH:10]=[C:9]([S:11]([C:14]2[S:15][CH:16]=[CH:17][CH:18]=2)(=[O:13])=[O:12])[CH:8]=[C:7]1[C:19]([OH:21])=O.CN(C)C=O.S(Cl)(Cl)=O.Cl.[Cl:36][C:37]1[S:41][C:40]([NH2:42])=[N:39][CH:38]=1, predict the reaction product. The product is: [Cl:36][C:37]1[S:41][C:40]([NH:42][C:19]([C:7]2[N:6]([CH2:5][C:4]3[CH:22]=[CH:23][C:24]([F:25])=[C:2]([F:1])[CH:3]=3)[CH:10]=[C:9]([S:11]([C:14]3[S:15][CH:16]=[CH:17][CH:18]=3)(=[O:13])=[O:12])[CH:8]=2)=[O:21])=[N:39][CH:38]=1. (9) Given the reactants [CH3:1][N:2]([CH3:14])[C:3]1[CH:4]=[C:5]2[C:10](=[CH:11][CH:12]=1)[C:9](=[O:13])[NH:8][CH2:7][CH2:6]2.C(=O)([O-])[O-].[K+].[K+].CS(C)=O.[Br:25][C:26]1[CH:31]=[CH:30][CH:29]=[C:28](Br)[C:27]=1[CH3:33], predict the reaction product. The product is: [Br:25][C:26]1[C:27]([CH3:33])=[C:28]([N:8]2[CH2:7][CH2:6][C:5]3[C:10](=[CH:11][CH:12]=[C:3]([N:2]([CH3:14])[CH3:1])[CH:4]=3)[C:9]2=[O:13])[CH:29]=[CH:30][CH:31]=1.